This data is from Reaction yield outcomes from USPTO patents with 853,638 reactions. The task is: Predict the reaction yield, written as a fraction of the theoretical maximum amount of product (1.0 means a 100% yield; for example, 0.34 means a 34% yield). The reactants are [O:1]=[C:2]1[C:11]2[C:6](=[CH:7][CH:8]=[CH:9][CH:10]=2)[C:5]([O:12][CH2:13][CH2:14][CH2:15][CH2:16][C:17]([OH:19])=[O:18])=[CH:4][C:3]1=[O:20].[CH3:21][N:22]([CH3:30])[C:23]1[CH:24]=[C:25](O)[CH:26]=[CH:27][CH:28]=1.C1CCC(N=C=NC2CCCCC2)CC1. The catalyst is CN(C1C=CN=CC=1)C.C1COCC1. The product is [O:1]=[C:2]1[C:11]2[C:6](=[CH:7][CH:8]=[CH:9][CH:10]=2)[C:5]([O:12][CH2:13][CH2:14][CH2:15][CH2:16][C:17]([O:19][C:27]2[CH:26]=[CH:25][CH:24]=[C:23]([N:22]([CH3:30])[CH3:21])[CH:28]=2)=[O:18])=[CH:4][C:3]1=[O:20]. The yield is 0.360.